Dataset: Acute oral toxicity (LD50) regression data from Zhu et al.. Task: Regression/Classification. Given a drug SMILES string, predict its toxicity properties. Task type varies by dataset: regression for continuous values (e.g., LD50, hERG inhibition percentage) or binary classification for toxic/non-toxic outcomes (e.g., AMES mutagenicity, cardiotoxicity, hepatotoxicity). Dataset: ld50_zhu. (1) The rat oral LD50 is 2.99, given as -log10 of the dose in mol/kg body weight (higher means more acutely toxic). The drug is Clc1ccc(C2(Cn3cncn3)OCCO2)c(Cl)c1. (2) The rat oral LD50 is 1.91, given as -log10 of the dose in mol/kg body weight (higher means more acutely toxic). The drug is N#CCON=C(C#N)c1ccccc1. (3) The molecule is CC(C(=O)O)c1ccc2c(c1)OCc1cc(Cl)ccc1C2=O. The rat oral LD50 is 4.42, given as -log10 of the dose in mol/kg body weight (higher means more acutely toxic).